From a dataset of Catalyst prediction with 721,799 reactions and 888 catalyst types from USPTO. Predict which catalyst facilitates the given reaction. (1) Reactant: Br.BrC[C:4]1[N:5]=[C:6]2[C:11](=[N:12][CH:13]=1)[N:10]=[C:9]([NH2:14])[N:8]=[C:7]2[NH2:15].[CH3:16][O:17][C:18]1[CH:19]=[C:20]([CH:23]=[CH:24][C:25]=1[O:26][CH3:27])[CH2:21][NH2:22].C(=O)(O)[O-]. Product: [CH3:16][O:17][C:18]1[CH:19]=[C:20]([CH:23]=[CH:24][C:25]=1[O:26][CH3:27])[CH2:21][NH:22][C:4]1[N:5]=[C:6]2[C:11](=[N:12][CH:13]=1)[N:10]=[C:9]([NH2:14])[N:8]=[C:7]2[NH2:15]. The catalyst class is: 80. (2) Reactant: [CH3:1][S:2]([C:5]1[CH:10]=[CH:9][C:8]([C:11]2[N:16]=[CH:15][C:14]([O:17][CH2:18][CH:19]3[CH2:24][CH2:23][N:22]([C:25](OC(C)(C)C)=O)[CH2:21][CH2:20]3)=[CH:13][CH:12]=2)=[CH:7][CH:6]=1)(=[O:4])=[O:3].C(O)(C(F)(F)F)=O.C([O-])([O-])=O.[K+].[K+].ClC1[CH:51]=[CH:50][C:49]([C:52]([F:55])([F:54])[F:53])=[CH:48][N:47]=1. Product: [CH3:1][S:2]([C:5]1[CH:6]=[CH:7][C:8]([C:11]2[CH:12]=[CH:13][C:14]([O:17][CH2:18][CH:19]3[CH2:24][CH2:23][N:22]([C:25]4[CH:51]=[CH:50][C:49]([C:52]([F:55])([F:54])[F:53])=[CH:48][N:47]=4)[CH2:21][CH2:20]3)=[CH:15][N:16]=2)=[CH:9][CH:10]=1)(=[O:4])=[O:3]. The catalyst class is: 583.